This data is from Forward reaction prediction with 1.9M reactions from USPTO patents (1976-2016). The task is: Predict the product of the given reaction. (1) Given the reactants [Si:1]([C:8]1[C:13]([F:14])=[C:12]([F:15])[N:11]=[C:10]([CH:16]([C:18]2[C:19]([Cl:25])=[N:20][CH:21]=[N:22][C:23]=2[Cl:24])[OH:17])[C:9]=1[F:26])([C:4]([CH3:7])([CH3:6])[CH3:5])([CH3:3])[CH3:2], predict the reaction product. The product is: [Si:1]([C:8]1[C:13]([F:14])=[C:12]([F:15])[N:11]=[C:10]([C:16]([C:18]2[C:19]([Cl:25])=[N:20][CH:21]=[N:22][C:23]=2[Cl:24])=[O:17])[C:9]=1[F:26])([C:4]([CH3:7])([CH3:5])[CH3:6])([CH3:2])[CH3:3]. (2) Given the reactants [CH2:1]([O:3][C:4](=[O:17])[CH2:5][C:6]1[N:14]2[C:9]([CH:10]=[C:11]([Cl:15])[CH:12]=[CH:13]2)=[CH:8][C:7]=1[CH3:16])[CH3:2].[CH3:18][S:19]([C:22]1[CH:27]=[CH:26][C:25]([S:28][S:28][C:25]2[CH:26]=[CH:27][C:22]([S:19]([CH3:18])(=[O:21])=[O:20])=[CH:23][CH:24]=2)=[CH:24][CH:23]=1)(=[O:21])=[O:20], predict the reaction product. The product is: [CH2:1]([O:3][C:4](=[O:17])[CH2:5][C:6]1[N:14]2[C:9]([CH:10]=[C:11]([Cl:15])[CH:12]=[CH:13]2)=[C:8]([S:28][C:25]2[CH:26]=[CH:27][C:22]([S:19]([CH3:18])(=[O:21])=[O:20])=[CH:23][CH:24]=2)[C:7]=1[CH3:16])[CH3:2]. (3) Given the reactants [NH2:1][C:2]1[N:7]=[CH:6][C:5]([O:8][C:9]2[CH:10]=[CH:11][C:12]([F:25])=[C:13]([NH:15][C:16]([C:18]3[N:22]([CH3:23])[N:21]=[C:20]([CH3:24])[CH:19]=3)=[O:17])[CH:14]=2)=[CH:4][CH:3]=1.[N:26]([C:29]([O:31][CH2:32][CH3:33])=[O:30])=[C:27]=[S:28], predict the reaction product. The product is: [CH3:23][N:22]1[C:18]([C:16]([NH:15][C:13]2[CH:14]=[C:9]([CH:10]=[CH:11][C:12]=2[F:25])[O:8][C:5]2[CH:4]=[CH:3][C:2]([NH:1][C:27]([NH:26][C:29](=[O:30])[O:31][CH2:32][CH3:33])=[S:28])=[N:7][CH:6]=2)=[O:17])=[CH:19][C:20]([CH3:24])=[N:21]1. (4) Given the reactants C([O:8][N:9]1[C:14]2[N:15]=[CH:16][N:17]=[CH:18][C:13]=2[C:12]([C:19]2[CH:24]=[CH:23][CH:22]=[CH:21][CH:20]=2)=[CH:11][C:10]1=[O:25])C1C=CC=CC=1.CO.[H][H], predict the reaction product. The product is: [OH:8][N:9]1[C:14]2[N:15]=[CH:16][N:17]=[CH:18][C:13]=2[C:12]([C:19]2[CH:24]=[CH:23][CH:22]=[CH:21][CH:20]=2)=[CH:11][C:10]1=[O:25]. (5) Given the reactants [ClH:1].COCC[N:6](CCOC)[C:7](=[O:34])[C:8]1[CH:13]=[CH:12][C:11]([C:14]2[N:19]=[C:18]3[N:20]([CH2:23][C:24]4[CH:25]=[C:26]5[C:31](=[CH:32][CH:33]=4)[N:30]=[CH:29][CH:28]=[CH:27]5)[N:21]=[N:22][C:17]3=[CH:16][CH:15]=2)=[CH:10][CH:9]=1.N1(CCNC(=O)C2C=CC(C3N=C4N(CC5C=C6C(=CC=5)N=CC=C6)N=NC4=CC=3)=CC=2)CCCC[CH2:40]1.C(=O)([O-])[O-].[K+].[K+].O1CCOCC1, predict the reaction product. The product is: [Cl:1][C:9]1[CH:10]=[C:11]([C:14]2[N:19]=[C:18]3[N:20]([CH:23]([C:24]4[CH:25]=[C:26]5[C:31](=[CH:32][CH:33]=4)[N:30]=[CH:29][CH:28]=[CH:27]5)[CH3:40])[N:21]=[N:22][C:17]3=[CH:16][CH:15]=2)[CH:12]=[CH:13][C:8]=1[C:7]([NH2:6])=[O:34].